From a dataset of Catalyst prediction with 721,799 reactions and 888 catalyst types from USPTO. Predict which catalyst facilitates the given reaction. (1) Product: [CH2:1]([C:3]1[CH:11]=[CH:10][C:9]([C:12]2[N:13]([C:23]([O:25][C:26]([CH3:29])([CH3:28])[CH3:27])=[O:24])[C:14]3[C:19]([CH:20]=2)=[CH:18][C:17]([CH2:21][N:37]2[CH2:38][CH2:39][N:34]([CH2:33][CH2:32][OH:31])[CH2:35][CH2:36]2)=[CH:16][CH:15]=3)=[C:8]2[C:4]=1[CH2:5][NH:6][C:7]2=[O:30])[CH3:2]. Reactant: [CH2:1]([C:3]1[CH:11]=[CH:10][C:9]([C:12]2[N:13]([C:23]([O:25][C:26]([CH3:29])([CH3:28])[CH3:27])=[O:24])[C:14]3[C:19]([CH:20]=2)=[CH:18][C:17]([CH:21]=O)=[CH:16][CH:15]=3)=[C:8]2[C:4]=1[CH2:5][NH:6][C:7]2=[O:30])[CH3:2].[OH:31][CH2:32][CH2:33][N:34]1[CH2:39][CH2:38][NH:37][CH2:36][CH2:35]1.C(O)(=O)C.C(O[BH-](OC(=O)C)OC(=O)C)(=O)C.[Na+].Cl. The catalyst class is: 10. (2) Reactant: [C:9](O[C:9]([O:11][C:12]([CH3:15])([CH3:14])[CH3:13])=[O:10])([O:11][C:12]([CH3:15])([CH3:14])[CH3:13])=[O:10].[Br:16][C:17]1[CH:22]=[CH:21][C:20]([S:23]([N:26]2[CH2:31][CH2:30][NH:29][CH2:28][CH2:27]2)(=[O:25])=[O:24])=[CH:19][CH:18]=1. Product: [Br:16][C:17]1[CH:18]=[CH:19][C:20]([S:23]([N:26]2[CH2:31][CH2:30][N:29]([C:9]([O:11][C:12]([CH3:13])([CH3:14])[CH3:15])=[O:10])[CH2:28][CH2:27]2)(=[O:25])=[O:24])=[CH:21][CH:22]=1. The catalyst class is: 367. (3) The catalyst class is: 49. Reactant: FC(F)(F)S(O)(=O)=O.[Br:9][C:10]1[C:11]([NH:22][NH2:23])=[N:12][CH:13]=[C:14]([C:16]2[CH:21]=[CH:20][CH:19]=[CH:18][CH:17]=2)[N:15]=1.C1N=CN([C:29](N2C=NC=C2)=[O:30])C=1. Product: [Br:9][C:10]1[C:11]2[N:12]([C:29](=[O:30])[NH:23][N:22]=2)[CH:13]=[C:14]([C:16]2[CH:21]=[CH:20][CH:19]=[CH:18][CH:17]=2)[N:15]=1. (4) Reactant: [NH:1]([C:9]([O:11][CH2:12][C:13]1[CH:18]=[CH:17][CH:16]=[CH:15][CH:14]=1)=[O:10])[C@H:2]([C:6]([OH:8])=O)[CH:3]([CH3:5])[CH3:4].[NH2:19][C@H:20]([C:24]([N:26]([CH3:42])[C@H:27]([C:31]([N:33]1[CH2:41][CH2:40][CH2:39][C@H:34]1[C:35]([O:37][CH3:38])=[O:36])=[O:32])[CH:28]([CH3:30])[CH3:29])=[O:25])[CH:21]([CH3:23])[CH3:22].CN1CCOCC1.C1C=CC2N(O)N=NC=2C=1.CCN=C=NCCCN(C)C. Product: [NH:1]([C:9]([O:11][CH2:12][C:13]1[CH:18]=[CH:17][CH:16]=[CH:15][CH:14]=1)=[O:10])[C@H:2]([C:6]([NH:19][C@H:20]([C:24]([N:26]([CH3:42])[C@H:27]([C:31]([N:33]1[CH2:41][CH2:40][CH2:39][C@H:34]1[C:35]([O:37][CH3:38])=[O:36])=[O:32])[CH:28]([CH3:30])[CH3:29])=[O:25])[CH:21]([CH3:22])[CH3:23])=[O:8])[CH:3]([CH3:4])[CH3:5]. The catalyst class is: 4. (5) Reactant: F[C:2]1[CH:7]=[CH:6][C:5]([N+:8]([O-:10])=[O:9])=[C:4]([F:11])[C:3]=1[F:12].[CH2:13]([OH:20])[C:14]1[CH:19]=[CH:18][CH:17]=[CH:16][CH:15]=1.C(=O)([O-])[O-].[K+].[K+].O. Product: [CH2:13]([O:20][C:2]1[CH:7]=[CH:6][C:5]([N+:8]([O-:10])=[O:9])=[C:4]([F:11])[C:3]=1[F:12])[C:14]1[CH:19]=[CH:18][CH:17]=[CH:16][CH:15]=1. The catalyst class is: 9. (6) Reactant: C[N:2](C)[CH:3]=[N:4][C:5]1[CH:10]=[N:9][CH:8]=[CH:7][N:6]=1.N[OH:13]. Product: [OH:13][NH:2][CH:3]=[N:4][C:5]1[CH:10]=[N:9][CH:8]=[CH:7][N:6]=1. The catalyst class is: 7.